The task is: Predict the reactants needed to synthesize the given product.. This data is from Full USPTO retrosynthesis dataset with 1.9M reactions from patents (1976-2016). (1) Given the product [NH2:1][C:2]1[C:3]([CH3:13])=[C:4]([CH:7]=[CH:8][C:9]=1[NH2:10])[C:5]#[N:6], predict the reactants needed to synthesize it. The reactants are: [NH2:1][C:2]1[C:3]([CH3:13])=[C:4]([CH:7]=[CH:8][C:9]=1[N+:10]([O-])=O)[C:5]#[N:6]. (2) Given the product [C:1]([NH:4][C@:5]1([C@@H:54]([CH2:56][CH3:57])[CH3:55])[CH2:9][CH2:8][N:7]([C@@H:10]([CH2:45][CH2:46][C:47]2[CH:52]=[CH:51][CH:50]=[CH:49][CH:48]=2)[C:11]([NH:13][C@@H:14]([CH2:36][C:37]2[CH:42]=[C:41]([F:43])[CH:40]=[C:39]([F:44])[CH:38]=2)[C@H:15]([OH:16])[C@H:17]2[CH2:21][C@H:20]([OH:22])[CH2:19][NH:18]2)=[O:12])[C:6]1=[O:53])(=[O:3])[CH3:2], predict the reactants needed to synthesize it. The reactants are: [C:1]([NH:4][C@:5]1([C@@H:54]([CH2:56][CH3:57])[CH3:55])[CH2:9][CH2:8][N:7]([C@@H:10]([CH2:45][CH2:46][C:47]2[CH:52]=[CH:51][CH:50]=[CH:49][CH:48]=2)[C:11]([NH:13][C@@H:14]([CH2:36][C:37]2[CH:42]=[C:41]([F:43])[CH:40]=[C:39]([F:44])[CH:38]=2)[C@@H:15]([C@H:17]2[CH2:21][C@@H:20]([OH:22])[CH2:19][N:18]2C(C2C=CC=CC=2)C2C=CC=CC=2)[OH:16])=[O:12])[C:6]1=[O:53])(=[O:3])[CH3:2].C(N[C@]1([C@@H](CC)C)CCN([C@@H](CCC2C=CC=CC=2)C(N[C@@H](CC2C=C(F)C=C(F)C=2)[C@@H]([C@H]2C[C@H](O)CN2C(C2C=CC=CC=2)C2C=CC=CC=2)O)=O)C1=O)(=O)C.C(N[C@]1([C@@H](CC)C)CCN([C@@H](CCC2C=CC=CC=2)C(O)=O)C1=O)(=O)C.CN(C(ON1N=NC2C=CC=NC1=2)=[N+](C)C)C.F[P-](F)(F)(F)(F)F.C(N[C@]1([C@@H](CC)C)CCN([C@@H](CCC2C=CC=CC=2)C(N[C@@H](CC2C=C(F)C=C(F)C=2)[C@@H]([C@H]2CCCCN2C(C2C=CC=CC=2)C2C=CC=CC=2)O)=O)C1=O)(=O)C.CN1CCOCC1. (3) Given the product [Cl:1][C:2]1[C:3]([CH3:36])=[N:4][O:5][C:6]=1[N:7]([CH2:30][O:31][CH2:32][CH2:33][O:34][CH3:35])[S:8]([C:11]1[C:19]2[C:14](=[N:15][CH:16]=[CH:17][CH:18]=2)[S:13][C:12]=1[CH2:20][C:21]1[CH:26]=[CH:25][C:24]([CH3:27])=[CH:23][C:22]=1[CH3:28])(=[O:9])=[O:10], predict the reactants needed to synthesize it. The reactants are: [Cl:1][C:2]1[C:3]([CH3:36])=[N:4][O:5][C:6]=1[N:7]([CH2:30][O:31][CH2:32][CH2:33][O:34][CH3:35])[S:8]([C:11]1[C:19]2[C:14](=[N:15][CH:16]=[CH:17][CH:18]=2)[S:13][C:12]=1[CH:20](O)[C:21]1[CH:26]=[CH:25][C:24]([CH3:27])=[CH:23][C:22]=1[CH3:28])(=[O:10])=[O:9].C([SiH](CC)CC)C.B(F)(F)F.CCOCC. (4) Given the product [CH3:3][C:4]1[CH:9]=[C:8]([CH:7]=[CH:6][CH:5]=1)[C:10]([CH2:12][C:14]([O:16][CH2:17][CH3:18])=[O:15])=[O:11], predict the reactants needed to synthesize it. The reactants are: [H-].[Na+].[CH3:3][C:4]1[CH:9]=[C:8]([C:10]([CH3:12])=[O:11])[CH:7]=[CH:6][CH:5]=1.C[C:14]([OH:16])=[O:15].[C:17]1(C)C=CC=C[CH:18]=1.